Dataset: Forward reaction prediction with 1.9M reactions from USPTO patents (1976-2016). Task: Predict the product of the given reaction. (1) Given the reactants [CH3:1][O:2][C:3](=[O:15])[NH:4][C:5]1[CH:10]=[CH:9][C:8](F)=[C:7]([N+:12]([O-:14])=[O:13])[CH:6]=1.[CH:16]1([CH2:22][NH2:23])[CH2:21][CH2:20][CH2:19][CH2:18][CH2:17]1, predict the reaction product. The product is: [CH3:1][O:2][C:3](=[O:15])[NH:4][C:5]1[CH:10]=[CH:9][C:8]([NH:23][CH2:22][CH:16]2[CH2:21][CH2:20][CH2:19][CH2:18][CH2:17]2)=[C:7]([N+:12]([O-:14])=[O:13])[CH:6]=1. (2) The product is: [C:1]([SiH2:5][O:6][C:7]([CH3:21])([CH3:20])[C@H:8]1[CH2:13][CH2:12][C@H:11]([CH2:14][C:22]#[N:23])[CH2:10][CH2:9]1)([CH3:4])([CH3:3])[CH3:2]. Given the reactants [C:1]([SiH2:5][O:6][C:7]([CH3:21])([CH3:20])[C@H:8]1[CH2:13][CH2:12][C@H:11]([CH2:14]OS(C)(=O)=O)[CH2:10][CH2:9]1)([CH3:4])([CH3:3])[CH3:2].[C-:22]#[N:23].[Na+], predict the reaction product. (3) Given the reactants [CH3:1][C:2]1[C:7]([CH:8]([N:14]2[CH2:19][CH2:18][N:17]([CH3:20])[CH2:16][CH2:15]2)[C:9]([O:11]CC)=O)=[CH:6][CH:5]=[C:4]([CH3:21])[N:3]=1.[OH-].[K+].[F:24][C:25]([F:39])([F:38])[C:26]1[CH:27]=[C:28]([NH:36][NH2:37])[CH:29]=[C:30]([C:32]([F:35])([F:34])[F:33])[CH:31]=1.CCN(C(C)C)C(C)C.C1CN([P+](ON2N=NC3C=CC=CC2=3)(N2CCCC2)N2CCCC2)CC1.F[P-](F)(F)(F)(F)F, predict the reaction product. The product is: [F:24][C:25]([F:38])([F:39])[C:26]1[CH:27]=[C:28]([NH:36][NH:37][C:9](=[O:11])[CH:8]([C:7]2[C:2]([CH3:1])=[N:3][C:4]([CH3:21])=[CH:5][CH:6]=2)[N:14]2[CH2:15][CH2:16][N:17]([CH3:20])[CH2:18][CH2:19]2)[CH:29]=[C:30]([C:32]([F:35])([F:33])[F:34])[CH:31]=1.